Dataset: Catalyst prediction with 721,799 reactions and 888 catalyst types from USPTO. Task: Predict which catalyst facilitates the given reaction. (1) Reactant: [ClH:1].[F:2][C:3]1[C:12]2[C:7](=[CH:8][CH:9]=[CH:10][CH:11]=2)[C:6]([C@H:13]([NH:15]S(C(C)(C)C)=O)[CH3:14])=[CH:5][CH:4]=1. Product: [ClH:1].[F:2][C:3]1[C:12]2[C:7](=[CH:8][CH:9]=[CH:10][CH:11]=2)[C:6]([C@H:13]([NH2:15])[CH3:14])=[CH:5][CH:4]=1. The catalyst class is: 12. (2) Reactant: [F:1][C:2]1[CH:3]=[C:4]([C@@:9]2([CH3:56])[N:18]([CH2:19]/[CH:20]=[CH:21]/[C:22]3[CH:23]=[C:24]4[C:45](=[CH:46][CH:47]=3)[CH2:44][C:26]3([C:34]5[C:29](=[N:30][CH:31]=[CH:32][CH:33]=5)[N:28](COCC[Si](C)(C)C)[C:27]3=[O:43])[CH2:25]4)[C:17](=[O:48])[C:12]3([CH2:16][CH2:15][CH2:14][CH2:13]3)[N:11](C(OC(C)(C)C)=O)[CH2:10]2)[CH:5]=[C:6]([F:8])[CH:7]=1.C(O)(C(F)(F)F)=O.[OH-].[Na+].C(N)CN. Product: [F:8][C:6]1[CH:5]=[C:4]([C@@:9]2([CH3:56])[N:18]([CH2:19]/[CH:20]=[CH:21]/[C:22]3[CH:23]=[C:24]4[C:45](=[CH:46][CH:47]=3)[CH2:44][C:26]3([C:34]5[C:29](=[N:30][CH:31]=[CH:32][CH:33]=5)[NH:28][C:27]3=[O:43])[CH2:25]4)[C:17](=[O:48])[C:12]3([CH2:13][CH2:14][CH2:15][CH2:16]3)[NH:11][CH2:10]2)[CH:3]=[C:2]([F:1])[CH:7]=1. The catalyst class is: 2. (3) Reactant: [Br:1][C:2]1[C:7](=[O:8])[N:6]2[C:9]([CH3:13])=[CH:10][CH:11]=[CH:12][C:5]2=[N:4][C:3]=1[CH:14]=[O:15].[CH3:16][Mg]Br.CCOCC. Product: [Br:1][C:2]1[C:7](=[O:8])[N:6]2[C:9]([CH3:13])=[CH:10][CH:11]=[CH:12][C:5]2=[N:4][C:3]=1[CH:14]([OH:15])[CH3:16]. The catalyst class is: 1. (4) Reactant: COC([N:5]1[C:13]2[C:8](=[CH:9][C:10]([C:14]3([CH2:28][C:29]4[CH:34]=[CH:33][CH:32]=[CH:31][CH:30]=4)[CH2:18][C:17](=[O:19])[N:16]([CH2:20][C:21]4[CH:26]=[CH:25][CH:24]=[CH:23][CH:22]=4)[C:15]3=[O:27])=[CH:11][CH:12]=2)[CH:7]=[CH:6]1)=O.[Li+].[OH-]. Product: [CH2:20]([N:16]1[C:17](=[O:19])[CH2:18][C:14]([CH2:28][C:29]2[CH:34]=[CH:33][CH:32]=[CH:31][CH:30]=2)([C:10]2[CH:9]=[C:8]3[C:13](=[CH:12][CH:11]=2)[NH:5][CH:6]=[CH:7]3)[C:15]1=[O:27])[C:21]1[CH:22]=[CH:23][CH:24]=[CH:25][CH:26]=1. The catalyst class is: 20. (5) Reactant: [Cl:1][C:2]1[C:10]2[C:5](=[CH:6][CH:7]=[C:8]([CH:11]3[O:16][CH2:15][CH2:14][CH2:13][O:12]3)[CH:9]=2)[NH:4][N:3]=1.CC(C)([O-])C.[Na+].[CH3:23][Si:24]([CH3:31])([CH3:30])[CH2:25][CH2:26][O:27][CH2:28]Cl. Product: [Cl:1][C:2]1[C:10]2[C:5](=[CH:6][CH:7]=[C:8]([CH:11]3[O:16][CH2:15][CH2:14][CH2:13][O:12]3)[CH:9]=2)[N:4]([CH2:28][O:27][CH2:26][CH2:25][Si:24]([CH3:31])([CH3:30])[CH3:23])[N:3]=1. The catalyst class is: 1. (6) Reactant: [P:1](Cl)(Cl)(Cl)=[O:2].C([SiH]([CH2:11][CH3:12])CC)C.[CH:13]1([C@H:16]([C:18]2[CH:23]=[CH:22][CH:21]=[C:20]([CH:24]([CH3:26])[CH3:25])[C:19]=2[OH:27])[CH3:17])[CH2:15][CH2:14]1.Cl.[CH2:29]([O:31][C:32](=[O:35])[CH2:33][NH2:34])[CH3:30]. Product: [CH2:29]([O:31][C:32](=[O:35])[CH2:33][NH:34][P:1]([O:27][C:19]1[C:20]([CH:24]([CH3:26])[CH3:25])=[CH:21][CH:22]=[CH:23][C:18]=1[C@@H:16]([CH:13]1[CH2:15][CH2:14]1)[CH3:17])([NH:34][CH2:33][C:32]([O:35][CH2:11][CH3:12])=[O:31])=[O:2])[CH3:30]. The catalyst class is: 4.